The task is: Predict the reactants needed to synthesize the given product.. This data is from Full USPTO retrosynthesis dataset with 1.9M reactions from patents (1976-2016). (1) Given the product [CH3:48][O:49][C:33]1([O:32][C:5]2[CH:4]=[CH:3][CH:31]=[CH:30][C:6]=2[C:7]([NH:9][C:10]2[CH:26]=[C:25]([N+:27]([O-:29])=[O:28])[CH:24]=[CH:23][C:11]=2[C:12]([NH:14][C:15]2[CH:16]=[CH:17][C:18]([O:21][CH3:22])=[CH:19][CH:20]=2)=[O:13])=[O:8])[CH2:38][CH2:37][N:36]([CH2:39][C:40]2[CH:45]=[CH:44][CH:43]=[CH:42][C:41]=2[O:46][CH3:47])[CH2:35][CH2:34]1, predict the reactants needed to synthesize it. The reactants are: CO[C:3]1[CH:31]=[CH:30][C:6]([C:7]([NH:9][C:10]2[CH:26]=[C:25]([N+:27]([O-:29])=[O:28])[CH:24]=[CH:23][C:11]=2[C:12]([NH:14][C:15]2[CH:20]=[CH:19][C:18]([O:21][CH3:22])=[CH:17][CH:16]=2)=[O:13])=[O:8])=[C:5]([O:32][CH:33]2[CH2:38][CH2:37][N:36]([CH2:39][C:40]3[CH:45]=[CH:44][CH:43]=[CH:42][C:41]=3[O:46][CH3:47])[CH2:35][CH2:34]2)[CH:4]=1.[CH3:48][O:49]C1C=CC(C(NC2C=C([N+]([O-])=O)C=CC=2C(NC2C=CC(OC)=CC=2)=O)=O)=C(OC2CCNCC2)C=1.COC1C=CC=CC=1C=O. (2) Given the product [Cl:19][C:17]1[S:18][C:14]([CH2:13][O:8][C:5]2[CH:6]=[CH:7][C:2]([Cl:1])=[C:3]([N+:9]([O-:11])=[O:10])[CH:4]=2)=[CH:15][N:16]=1, predict the reactants needed to synthesize it. The reactants are: [Cl:1][C:2]1[CH:7]=[CH:6][C:5]([OH:8])=[CH:4][C:3]=1[N+:9]([O-:11])=[O:10].Br[CH2:13][C:14]1[S:18][C:17]([Cl:19])=[N:16][CH:15]=1. (3) Given the product [CH2:3]([O:10][CH2:11][C:12]1[O:16][C:15]([C:17]2[CH:22]=[CH:21][CH:20]=[CH:19][CH:18]=2)=[N:14][C:13]=1[C:23]([OH:25])=[O:24])[C:4]1[CH:9]=[CH:8][CH:7]=[CH:6][CH:5]=1, predict the reactants needed to synthesize it. The reactants are: [OH-].[Li+].[CH2:3]([O:10][CH2:11][C:12]1[O:16][C:15]([C:17]2[CH:22]=[CH:21][CH:20]=[CH:19][CH:18]=2)=[N:14][C:13]=1[C:23]([O:25]CC)=[O:24])[C:4]1[CH:9]=[CH:8][CH:7]=[CH:6][CH:5]=1.